From a dataset of Forward reaction prediction with 1.9M reactions from USPTO patents (1976-2016). Predict the product of the given reaction. (1) The product is: [Br:1][C:2]1[CH:3]=[C:4]([NH2:23])[C:5]([N:6]([CH2:13][C:14]2[CH:19]=[CH:18][CH:17]=[C:16]([Cl:20])[CH:15]=2)[CH2:7][CH2:8][C:9]([F:11])([F:12])[F:10])=[CH:21][CH:22]=1. Given the reactants [Br:1][C:2]1[CH:22]=[CH:21][C:5]([N:6]([CH2:13][C:14]2[CH:19]=[CH:18][CH:17]=[C:16]([Cl:20])[CH:15]=2)[CH2:7][CH2:8][C:9]([F:12])([F:11])[F:10])=[C:4]([N+:23]([O-])=O)[CH:3]=1.C(N(CCC(F)(F)F)C1C=CC(Br)=CC=1[N+]([O-])=O)C1C=CC=CC=1.C(N(CCC(F)(F)F)C1C(N)=CC(Br)=CC=1)C1C=CC=CC=1, predict the reaction product. (2) The product is: [CH:28]1([C:34]2[O:35][C:36]([CH3:52])=[C:37]([CH2:39][CH2:40][O:13][C:10]3[CH:11]=[CH:12][C:7]([CH2:6][C:5]([CH3:26])([O:14][C:15]4[CH:16]=[CH:17][C:18]([O:21][C:22]([F:24])([F:23])[F:25])=[CH:19][CH:20]=4)[C:4]([OH:3])=[O:27])=[CH:8][CH:9]=3)[N:38]=2)[CH2:29][CH2:30][CH2:31][CH2:32][CH2:33]1. Given the reactants C([O:3][C:4](=[O:27])[C:5]([CH3:26])([O:14][C:15]1[CH:20]=[CH:19][C:18]([O:21][C:22]([F:25])([F:24])[F:23])=[CH:17][CH:16]=1)[CH2:6][C:7]1[CH:12]=[CH:11][C:10]([OH:13])=[CH:9][CH:8]=1)C.[CH:28]1([C:34]2[O:35][C:36]([CH3:52])=[C:37]([CH2:39][CH2:40]OS(C3C=CC(C)=CC=3)(=O)=O)[N:38]=2)[CH2:33][CH2:32][CH2:31][CH2:30][CH2:29]1.[K+].[Br-], predict the reaction product.